This data is from Full USPTO retrosynthesis dataset with 1.9M reactions from patents (1976-2016). The task is: Predict the reactants needed to synthesize the given product. Given the product [F:36][C:33]1[CH:34]=[CH:35][C:30]([C:12]2[O:13][C:14]3=[N:15][CH:16]=[C:17]([C:20]4[CH:21]=[C:22]([CH:27]=[CH:28][CH:29]=4)[C:23]([O:25][CH3:26])=[O:24])[CH:18]=[C:19]3[C:11]=2[CH3:37])=[CH:31][CH:32]=1, predict the reactants needed to synthesize it. The reactants are: CB1OB(C)OB(C)O1.Br[C:11]1[C:19]2[C:14](=[N:15][CH:16]=[C:17]([C:20]3[CH:21]=[C:22]([CH:27]=[CH:28][CH:29]=3)[C:23]([O:25][CH3:26])=[O:24])[CH:18]=2)[O:13][C:12]=1[C:30]1[CH:35]=[CH:34][C:33]([F:36])=[CH:32][CH:31]=1.[C:37](=O)([O-])[O-].[Na+].[Na+].[N+](=C[Si](C)(C)C)=[N-].